Predict the product of the given reaction. From a dataset of Forward reaction prediction with 1.9M reactions from USPTO patents (1976-2016). (1) Given the reactants C(OC(=O)[NH:7][C:8]1[N:9]=[C:10]([CH:13]2[CH2:18][CH2:17][N:16]([C:19](=[O:29])[CH2:20][C:21]3[CH:26]=[C:25]([CH3:27])[CH:24]=[CH:23][C:22]=3[CH3:28])[CH2:15][CH2:14]2)[S:11][CH:12]=1)(C)(C)C.[ClH:31], predict the reaction product. The product is: [ClH:31].[NH2:7][C:8]1[N:9]=[C:10]([CH:13]2[CH2:18][CH2:17][N:16]([C:19](=[O:29])[CH2:20][C:21]3[CH:26]=[C:25]([CH3:27])[CH:24]=[CH:23][C:22]=3[CH3:28])[CH2:15][CH2:14]2)[S:11][CH:12]=1. (2) Given the reactants [Cl-].[Al+3].[Cl-].[Cl-].NC(N)=S.C[O:10][C:11]1[CH:16]=[CH:15][C:14]([N+:17]([O-:19])=[O:18])=[CH:13][CH:12]=1.Cl, predict the reaction product. The product is: [OH:10][C:11]1[CH:16]=[CH:15][C:14]([N+:17]([O-:19])=[O:18])=[CH:13][CH:12]=1. (3) Given the reactants C(=O)([O-])[O-].[K+].[K+].Cl[CH2:8][CH2:9][CH2:10][C:11]1[CH:12]=[C:13]2[C:18](=[C:19]([CH3:21])[CH:20]=1)[NH:17][C:16](=[O:22])[CH2:15][C:14]2([CH3:24])[CH3:23].Cl.[N:26]1([C:32]2[C:36]3[CH:37]=[CH:38][CH:39]=[CH:40][C:35]=3[S:34][N:33]=2)[CH2:31][CH2:30][NH:29][CH2:28][CH2:27]1, predict the reaction product. The product is: [S:34]1[C:35]2[CH:40]=[CH:39][CH:38]=[CH:37][C:36]=2[C:32]([N:26]2[CH2:27][CH2:28][N:29]([CH2:8][CH2:9][CH2:10][C:11]3[CH:12]=[C:13]4[C:18](=[C:19]([CH3:21])[CH:20]=3)[NH:17][C:16](=[O:22])[CH2:15][C:14]4([CH3:24])[CH3:23])[CH2:30][CH2:31]2)=[N:33]1. (4) The product is: [CH3:7][O:6][C:5]([CH:16]1[C:17](=[O:19])[CH2:18][CH:11]2[N:10]([CH3:9])[CH:15]1[CH2:14][O:13][CH2:12]2)=[O:8]. Given the reactants [H-].[Na+].CO[C:5](=[O:8])[O:6][CH3:7].[CH3:9][N:10]1[CH:15]2[CH2:16][C:17](=[O:19])[CH2:18][CH:11]1[CH2:12][O:13][CH2:14]2.O, predict the reaction product. (5) Given the reactants C(O[CH:4]=[C:5]([C:11]#[N:12])[C:6]([O:8][CH2:9][CH3:10])=[O:7])C.[CH:13]([C:17]1[C:18]([NH:26][CH2:27][C:28]([F:31])([F:30])[F:29])=[N:19][C:20]([NH:24][NH2:25])=[N:21][C:22]=1[Cl:23])([CH2:15][CH3:16])[CH3:14], predict the reaction product. The product is: [NH2:12][C:11]1[N:24]([C:20]2[N:21]=[C:22]([Cl:23])[C:17]([CH:13]([CH2:15][CH3:16])[CH3:14])=[C:18]([NH:26][CH2:27][C:28]([F:31])([F:29])[F:30])[N:19]=2)[N:25]=[CH:4][C:5]=1[C:6]([O:8][CH2:9][CH3:10])=[O:7]. (6) Given the reactants [NH2:1][C:2]1[N:6]([C:7]2[CH:12]=CC=C[CH:8]=2)[N:5]=[CH:4][C:3]=1[C:13]([NH2:15])=[O:14].[CH:16](=O)[C:17]1[CH:22]=[CH:21][CH:20]=[CH:19][CH:18]=1.C=O, predict the reaction product. The product is: [CH2:16]([N:6]1[CH2:7][CH2:8][N:15]2[C:13](=[O:14])[C:3]3[CH:4]=[N:5][N:6]([CH:7]([CH3:8])[CH3:12])[C:2]=3[N:1]=[C:3]2[CH2:2]1)[C:17]1[CH:22]=[CH:21][CH:20]=[CH:19][CH:18]=1. (7) Given the reactants [NH2:1][C:2]1[CH:3]=[C:4]([C:8]2[N:13]=[C:12]([NH2:14])[N:11]=[C:10]([NH:15][CH3:16])[CH:9]=2)[CH:5]=[CH:6][CH:7]=1.[CH3:17][N:18]([CH3:25])[CH2:19]/[CH:20]=[CH:21]/[C:22](O)=[O:23].Cl.C(N(CC)CC)C, predict the reaction product. The product is: [NH2:14][C:12]1[N:13]=[C:8]([C:4]2[CH:3]=[C:2]([NH:1][C:22](=[O:23])/[CH:21]=[CH:20]/[CH2:19][N:18]([CH3:25])[CH3:17])[CH:7]=[CH:6][CH:5]=2)[CH:9]=[C:10]([NH:15][CH3:16])[N:11]=1. (8) Given the reactants [C:1]([C:3]1[CH:4]=[C:5]2[C:10](=[CH:11][C:12]=1[F:13])[O:9][CH2:8][CH2:7][CH:6]2[C:14]([OH:16])=[O:15])#[N:2].C(N/C(=N/C(C)C)/O[C:23]([CH3:26])([CH3:25])[CH3:24])(C)C, predict the reaction product. The product is: [C:1]([C:3]1[CH:4]=[C:5]2[C:10](=[CH:11][C:12]=1[F:13])[O:9][CH2:8][CH2:7][CH:6]2[C:14]([O:16][C:23]([CH3:26])([CH3:25])[CH3:24])=[O:15])#[N:2]. (9) Given the reactants C[N:2](C)/[CH:3]=[CH:4]/[C:5]([C:7]1[C:12](=[O:13])[CH:11]=[CH:10][N:9]([C:14]2[CH:15]=[C:16]([CH:21]=[CH:22][CH:23]=2)[C:17]([NH:19][CH3:20])=[O:18])[N:8]=1)=O.[F:25][C:26]1[CH:31]=[CH:30][CH:29]=[CH:28][C:27]=1[NH:32]N, predict the reaction product. The product is: [F:25][C:26]1[CH:31]=[CH:30][CH:29]=[CH:28][C:27]=1[N:32]1[C:5]([C:7]2[C:12](=[O:13])[CH:11]=[CH:10][N:9]([C:14]3[CH:15]=[C:16]([CH:21]=[CH:22][CH:23]=3)[C:17]([NH:19][CH3:20])=[O:18])[N:8]=2)=[CH:4][CH:3]=[N:2]1.